Dataset: Reaction yield outcomes from USPTO patents with 853,638 reactions. Task: Predict the reaction yield, written as a fraction of the theoretical maximum amount of product (1.0 means a 100% yield; for example, 0.34 means a 34% yield). (1) The reactants are Br[C:2]1[CH:3]=[C:4]2[C:9](=[CH:10][CH:11]=1)[N:8]([C:12](=[O:14])[CH3:13])[C@@H:7]([CH3:15])[CH2:6][C@H:5]2[NH:16][C:17]1[CH:22]=[CH:21][C:20]([N+:23]([O-:25])=[O:24])=[CH:19][N:18]=1.[B:26]1([B:26]2[O:30][C:29]([CH3:32])([CH3:31])[C:28]([CH3:34])([CH3:33])[O:27]2)[O:30][C:29]([CH3:32])([CH3:31])[C:28]([CH3:34])([CH3:33])[O:27]1.C([O-])(=O)C.[K+]. The catalyst is C1C=CC(P(C2C=CC=CC=2)[C-]2C=CC=C2)=CC=1.C1C=CC(P(C2C=CC=CC=2)[C-]2C=CC=C2)=CC=1.Cl[Pd]Cl.[Fe+2].CS(C)=O. The product is [CH3:15][C@H:7]1[CH2:6][C@@H:5]([NH:16][C:17]2[CH:22]=[CH:21][C:20]([N+:23]([O-:25])=[O:24])=[CH:19][N:18]=2)[C:4]2[C:9](=[CH:10][CH:11]=[C:2]([B:26]3[O:30][C:29]([CH3:32])([CH3:31])[C:28]([CH3:34])([CH3:33])[O:27]3)[CH:3]=2)[N:8]1[C:12](=[O:14])[CH3:13]. The yield is 0.790. (2) The reactants are [CH2:1]([O:3][C:4]1[CH:5]=[CH:6][C:7]2[S:11][C:10]([NH2:12])=[N:9][C:8]=2[CH:13]=1)[CH3:2].[Cl:14][C:15]1[CH:16]=[C:17]([CH:21]=[CH:22][CH:23]=1)[C:18](Cl)=[O:19].Br[CH:25]([CH3:31])[C:26]([O:28]CC)=[O:27].FC1C2N=C(N)SC=2C=C(F)C=1.C1(C)C=CC(C(Cl)=O)=CC=1.BrCC(OCC)=O. No catalyst specified. The product is [Cl:14][C:15]1[CH:16]=[C:17]([CH:21]=[CH:22][CH:23]=1)[C:18]([N:12]=[C:10]1[N:9]([CH:25]([CH3:31])[C:26]([OH:28])=[O:27])[C:8]2[CH:13]=[C:4]([O:3][CH2:1][CH3:2])[CH:5]=[CH:6][C:7]=2[S:11]1)=[O:19]. The yield is 0.150.